This data is from Reaction yield outcomes from USPTO patents with 853,638 reactions. The task is: Predict the reaction yield, written as a fraction of the theoretical maximum amount of product (1.0 means a 100% yield; for example, 0.34 means a 34% yield). (1) The reactants are [CH2:1]([O:3][C:4]1[CH:5]=[C:6]([C:10]2[C:19]3[C:14](=[CH:15][CH:16]=[C:17]([C:20]([OH:33])([C:27]4[CH:28]=[N:29][CH:30]=[CH:31][CH:32]=4)[C:21]4[CH:22]=[N:23][CH:24]=[CH:25][CH:26]=4)[CH:18]=3)[NH:13][C:12](=[O:34])[CH:11]=2)[CH:7]=[CH:8][CH:9]=1)[CH3:2].Cl[C:36]1C=C(C2C3C(=CC=C(C(C4C=NC(Cl)=CC=4)(O)C4N(C)C=NC=4)C=3)NC(=O)C=2)C=CC=1. No catalyst specified. The product is [CH2:1]([O:3][C:4]1[CH:5]=[C:6]([C:10]2[C:19]3[C:14](=[CH:15][CH:16]=[C:17]([C:20]([OH:33])([C:21]4[CH:22]=[N:23][CH:24]=[CH:25][CH:26]=4)[C:27]4[CH:28]=[N:29][CH:30]=[CH:31][CH:32]=4)[CH:18]=3)[N:13]([CH3:36])[C:12](=[O:34])[CH:11]=2)[CH:7]=[CH:8][CH:9]=1)[CH3:2]. The yield is 0.130. (2) The reactants are Br[C:2]1[C:3]([NH:5][C:6](=[O:8])[CH:7]=1)=[O:4].C([O-])(=O)C.[Na+].[CH2:14]([SH:20])[CH2:15][CH2:16][CH2:17][CH2:18][CH3:19]. The catalyst is CO. The product is [CH2:14]([S:20][C:2]1[C:3]([NH:5][C:6](=[O:8])[CH:7]=1)=[O:4])[CH2:15][CH2:16][CH2:17][CH2:18][CH3:19]. The yield is 0.860. (3) The reactants are [CH3:1][O:2][C:3]1[CH:4]=[C:5]([NH2:11])[CH:6]=[CH:7][C:8]=1[O:9][CH3:10].[CH:12](OCC)(OCC)OCC.[CH3:22][C:23]1([CH3:31])[O:28][C:27](=[O:29])[CH2:26][C:25](=[O:30])[O:24]1. No catalyst specified. The product is [CH3:1][O:2][C:3]1[CH:4]=[C:5]([NH:11][CH:12]=[C:26]2[C:27](=[O:29])[O:28][C:23]([CH3:31])([CH3:22])[O:24][C:25]2=[O:30])[CH:6]=[CH:7][C:8]=1[O:9][CH3:10]. The yield is 0.855. (4) The reactants are [NH2:1][C:2]1[CH:7]=[CH:6][C:5]([C:8]2[N:13]=[C:12]([N:14]3[CH2:20][CH:19]4[O:21][CH:16]([CH2:17][CH2:18]4)[CH2:15]3)[N:11]=[C:10]([C:22]3[CH:27]=[CH:26][C:25]([NH:28][C:29]([NH:31][CH3:32])=[O:30])=[CH:24][CH:23]=3)[N:9]=2)=[CH:4][CH:3]=1.[C:33]([C:36]1[CH:41]=[CH:40][C:39]([NH:42][C:43](=O)[O:44]C2C=CC=CC=2)=[CH:38][CH:37]=1)(=[O:35])[NH2:34]. No catalyst specified. The product is [CH3:32][NH:31][C:29]([NH:28][C:25]1[CH:26]=[CH:27][C:22]([C:10]2[N:11]=[C:12]([N:14]3[CH2:20][CH:19]4[O:21][CH:16]([CH2:17][CH2:18]4)[CH2:15]3)[N:13]=[C:8]([C:5]3[CH:4]=[CH:3][C:2]([NH:1][C:43]([NH:42][C:39]4[CH:40]=[CH:41][C:36]([C:33]([NH2:34])=[O:35])=[CH:37][CH:38]=4)=[O:44])=[CH:7][CH:6]=3)[N:9]=2)=[CH:23][CH:24]=1)=[O:30]. The yield is 0.130. (5) The reactants are [N:1]1([C:7]2[C:8]3[N:23]=[C:22]([CH2:24][N:25]4[CH2:28][CH:27]([N:29]5[CH2:34][CH2:33][O:32][CH2:31][CH2:30]5)[CH2:26]4)[S:21][C:9]=3[N:10]=[C:11]([NH:13][C:14]3[C:15]([NH2:20])=[CH:16][CH:17]=[CH:18][CH:19]=3)[N:12]=2)[CH2:6][CH2:5][O:4][CH2:3][CH2:2]1.[C:35](N1C=CN=C1)(N1C=CN=C1)=[O:36]. The catalyst is O1CCOCC1. The product is [O:4]1[CH2:5][CH2:6][N:1]([C:7]2[C:8]3[N:23]=[C:22]([CH2:24][N:25]4[CH2:28][CH:27]([N:29]5[CH2:34][CH2:33][O:32][CH2:31][CH2:30]5)[CH2:26]4)[S:21][C:9]=3[N:10]=[C:11]([N:13]3[C:14]4[CH:19]=[CH:18][CH:17]=[CH:16][C:15]=4[NH:20][C:35]3=[O:36])[N:12]=2)[CH2:2][CH2:3]1. The yield is 0.570. (6) The reactants are [N+:1]([C:4]1[C:5]([CH:14]=[O:15])=[CH:6][CH:7]=[C:8]2[C:13]=1[N:12]=[CH:11][CH:10]=[CH:9]2)([O-:3])=[O:2].[Cl:16][C:17]1[CH:18]=[C:19]([Mg]Br)[CH:20]=[CH:21][C:22]=1[F:23]. The catalyst is C1COCC1. The product is [Cl:16][C:17]1[CH:18]=[C:19]([CH:14]([C:5]2[C:4]([N+:1]([O-:3])=[O:2])=[C:13]3[C:8]([CH:9]=[CH:10][CH:11]=[N:12]3)=[CH:7][CH:6]=2)[OH:15])[CH:20]=[CH:21][C:22]=1[F:23]. The yield is 0.330. (7) The reactants are [C:1]([O:5][C:6](=[O:37])[NH:7][C:8]1[CH:13]=[CH:12][CH:11]=[C:10]([C:14]2[CH:19]=[CH:18][C:17]([S:20]([N:23]3[CH2:27][CH2:26][CH2:25][CH:24]3[C:28](C)(C)[O:29][SiH2]C(C)(C)C)(=[O:22])=[O:21])=[CH:16][CH:15]=2)[N:9]=1)([CH3:4])([CH3:3])[CH3:2].CCCC[N+](CCCC)(CCCC)CCCC.[F-]. The catalyst is C(Cl)Cl. The product is [C:1]([O:5][C:6](=[O:37])[NH:7][C:8]1[CH:13]=[CH:12][CH:11]=[C:10]([C:14]2[CH:19]=[CH:18][C:17]([S:20]([N:23]3[CH2:27][CH2:26][CH2:25][CH:24]3[CH2:28][OH:29])(=[O:22])=[O:21])=[CH:16][CH:15]=2)[N:9]=1)([CH3:4])([CH3:2])[CH3:3]. The yield is 0.860.